Dataset: Tyrosyl-DNA phosphodiesterase HTS with 341,365 compounds. Task: Binary Classification. Given a drug SMILES string, predict its activity (active/inactive) in a high-throughput screening assay against a specified biological target. (1) The molecule is O(c1c(CN2C(CCCC2)c2cccnc2)cccc1)C. The result is 0 (inactive). (2) The molecule is Clc1cn(nc1)Cc1oc(cc1)C(=O)Nc1cc(cc(c1)C(OC)=O)C(OC)=O. The result is 0 (inactive). (3) The drug is OC(=O)Cn1c2c(c(c1)/C=C(\C(=O)NCc1ccccc1)C#N)cccc2. The result is 0 (inactive). (4) The drug is S(=O)(=O)(N)c1ccc(CCCC)cc1. The result is 0 (inactive).